This data is from Catalyst prediction with 721,799 reactions and 888 catalyst types from USPTO. The task is: Predict which catalyst facilitates the given reaction. (1) Reactant: S(=O)(=O)(O)O.C(O)(=[O:8])C.[F:10][C:11]1[CH:16]=[CH:15][C:14]([C:17]([C:26]2[CH:31]=[CH:30][C:29]([F:32])=[CH:28][CH:27]=2)([C:20]2[CH:25]=[CH:24][CH:23]=[CH:22][CH:21]=2)[C:18]#[N:19])=[CH:13][CH:12]=1.[OH-].[NH4+]. Product: [F:10][C:11]1[CH:16]=[CH:15][C:14]([C:17]([C:26]2[CH:27]=[CH:28][C:29]([F:32])=[CH:30][CH:31]=2)([C:20]2[CH:25]=[CH:24][CH:23]=[CH:22][CH:21]=2)[C:18]([NH2:19])=[O:8])=[CH:13][CH:12]=1. The catalyst class is: 81. (2) Reactant: [Si]([O:18][CH:19]1[CH2:22][N:21]([C:23]2[S:24][CH:25]=[C:26]([C:28](=[O:51])[NH:29][C@@H:30]([CH3:50])[CH2:31][O:32][Si](C(C)(C)C)(C3C=CC=CC=3)C3C=CC=CC=3)[N:27]=2)[CH2:20]1)(C(C)(C)C)(C1C=CC=CC=1)C1C=CC=CC=1.[F-].C([N+](CCCC)(CCCC)CCCC)CCC. Product: [OH:18][CH:19]1[CH2:22][N:21]([C:23]2[S:24][CH:25]=[C:26]([C:28](=[O:51])[NH:29][C@@H:30]([CH3:50])[CH2:31][OH:32])[N:27]=2)[CH2:20]1. The catalyst class is: 7. (3) The catalyst class is: 16. Reactant: [Cl:1][C:2]1[CH:7]=[CH:6][C:5]([C:8]2([CH2:13]OS(C)(=O)=O)[CH2:12][CH2:11][CH2:10][CH2:9]2)=[CH:4][CH:3]=1.[C-:19]#[N:20].[Na+].O. Product: [Cl:1][C:2]1[CH:7]=[CH:6][C:5]([C:8]2([CH2:13][C:19]#[N:20])[CH2:12][CH2:11][CH2:10][CH2:9]2)=[CH:4][CH:3]=1. (4) Reactant: [H-].[Na+].[F:3][C:4]1[CH:9]=[CH:8][C:7]([N:10]2[C:14]([CH2:15][OH:16])=[C:13]([CH3:17])[N:12]=[N:11]2)=[CH:6][CH:5]=1.Cl[C:19]1[N:20]=[CH:21][C:22]([C:25]([O:27][CH3:28])=[O:26])=[N:23][CH:24]=1. Product: [CH3:28][O:27][C:25]([C:22]1[CH:21]=[N:20][C:19]([O:16][CH2:15][C:14]2[N:10]([C:7]3[CH:6]=[CH:5][C:4]([F:3])=[CH:9][CH:8]=3)[N:11]=[N:12][C:13]=2[CH3:17])=[CH:24][N:23]=1)=[O:26]. The catalyst class is: 1. (5) Reactant: [C:1]([O:5][C:6]([N:8]([C:22]([O:24][C:25]([CH3:28])([CH3:27])[CH3:26])=[O:23])[C:9]1[N:14]=[CH:13][C:12](/[CH:15]=[CH:16]/[C:17]([O:19]CC)=[O:18])=[CH:11][CH:10]=1)=[O:7])([CH3:4])([CH3:3])[CH3:2].[Li+].[OH-]. Product: [C:1]([O:5][C:6]([N:8]([C:22]([O:24][C:25]([CH3:28])([CH3:27])[CH3:26])=[O:23])[C:9]1[N:14]=[CH:13][C:12](/[CH:15]=[CH:16]/[C:17]([OH:19])=[O:18])=[CH:11][CH:10]=1)=[O:7])([CH3:3])([CH3:4])[CH3:2]. The catalyst class is: 38. (6) Reactant: Cl[C:2]1[C:3]2[C:4](=[CH:13][N:14](CC3C=CC(OC)=CC=3)[N:15]=2)[N:5]=[C:6]([C:8]2[CH:12]=[CH:11][S:10][CH:9]=2)[N:7]=1.[O:25]1[CH2:30][CH2:29][N:28]([C:31]2[CH:37]=[CH:36][C:34]([NH2:35])=[CH:33][CH:32]=2)[CH2:27][CH2:26]1.Cl. Product: [O:25]1[CH2:26][CH2:27][N:28]([C:31]2[CH:32]=[CH:33][C:34]([NH:35][C:2]3[C:3]4[NH:15][N:14]=[CH:13][C:4]=4[N:5]=[C:6]([C:8]4[CH:12]=[CH:11][S:10][CH:9]=4)[N:7]=3)=[CH:36][CH:37]=2)[CH2:29][CH2:30]1. The catalyst class is: 71. (7) Reactant: [Li+].[OH-].[C:3]1([C@@H:9]2[CH2:11][C@H:10]2[NH:12][CH2:13][C:14]([O:16]C)=[O:15])[CH:8]=[CH:7][CH:6]=[CH:5][CH:4]=1.C1COCC1.[C:23](O[C:23]([O:25][C:26]([CH3:29])([CH3:28])[CH3:27])=[O:24])([O:25][C:26]([CH3:29])([CH3:28])[CH3:27])=[O:24]. Product: [C:26]([O:25][C:23]([N:12]([C@@H:10]1[CH2:11][C@H:9]1[C:3]1[CH:4]=[CH:5][CH:6]=[CH:7][CH:8]=1)[CH2:13][C:14]([OH:16])=[O:15])=[O:24])([CH3:29])([CH3:28])[CH3:27]. The catalyst class is: 6.